This data is from TCR-epitope binding with 47,182 pairs between 192 epitopes and 23,139 TCRs. The task is: Binary Classification. Given a T-cell receptor sequence (or CDR3 region) and an epitope sequence, predict whether binding occurs between them. (1) The epitope is GVAMPNLYK. The TCR CDR3 sequence is CASHPGAGPSYNEQFF. Result: 0 (the TCR does not bind to the epitope). (2) The epitope is YLDAYNMMI. The TCR CDR3 sequence is CASSTGLENYEQYF. Result: 1 (the TCR binds to the epitope). (3) The TCR CDR3 sequence is CAIRPDRGLSEPQHF. Result: 1 (the TCR binds to the epitope). The epitope is KPLEFGATSAAL. (4) The epitope is SEETGTLIV. The TCR CDR3 sequence is CASSLESGAFSDTQYF. Result: 0 (the TCR does not bind to the epitope). (5) The epitope is NYSGVVTTVMF. Result: 1 (the TCR binds to the epitope). The TCR CDR3 sequence is CASSQRPYEQYF. (6) Result: 1 (the TCR binds to the epitope). The epitope is LEPLVDLPI. The TCR CDR3 sequence is CASSQVSGAEAFF. (7) The epitope is YLNTLTLAV. The TCR CDR3 sequence is CASSPTVNTEAFF. Result: 1 (the TCR binds to the epitope). (8) The epitope is TVYDPLQPELDSFK. The TCR CDR3 sequence is CATSRGQGATDTQYF. Result: 0 (the TCR does not bind to the epitope). (9) The epitope is YLQPRTFLL. The TCR CDR3 sequence is CAVGEANTGELFF. Result: 1 (the TCR binds to the epitope). (10) The epitope is KPLEFGATSAAL. The TCR CDR3 sequence is CASSRPGLARNEQFF. Result: 1 (the TCR binds to the epitope).